Predict the product of the given reaction. From a dataset of Forward reaction prediction with 1.9M reactions from USPTO patents (1976-2016). (1) Given the reactants C(OC([N:8]1[CH2:13][CH:12]2[CH2:14][CH:9]1[CH2:10][CH:11]2[O:15][CH2:16][CH2:17][O:18]C1CCCCO1)=O)(C)(C)C.Cl.[OH-].[Na+], predict the reaction product. The product is: [CH:9]12[CH2:14][CH:12]([CH:11]([O:15][CH2:16][CH2:17][OH:18])[CH2:10]1)[CH2:13][NH:8]2. (2) Given the reactants [F:1][C:2]([F:31])([F:30])[C:3]([C:12]1[CH:26]=[CH:25][C:15]([O:16][C:17]2[CH:18]=[C:19]([CH:22]=[CH:23][CH:24]=2)[CH:20]=[O:21])=[C:14]([CH2:27][CH2:28][CH3:29])[CH:13]=1)([O:8][CH2:9][O:10][CH3:11])[C:4]([F:7])([F:6])[F:5].[BH4-].[Na+].O, predict the reaction product. The product is: [F:1][C:2]([F:30])([F:31])[C:3]([C:12]1[CH:26]=[CH:25][C:15]([O:16][C:17]2[CH:18]=[C:19]([CH2:20][OH:21])[CH:22]=[CH:23][CH:24]=2)=[C:14]([CH2:27][CH2:28][CH3:29])[CH:13]=1)([O:8][CH2:9][O:10][CH3:11])[C:4]([F:5])([F:7])[F:6]. (3) Given the reactants C[CH:2]([C:4]1[C:5]([CH3:16])=[N:6][N:7]([C:9]2[CH:14]=[CH:13][N:12]=[C:11](Cl)[N:10]=2)[CH:8]=1)[OH:3].[CH3:17][N:18]1[C:26]2[C:21](=[CH:22][C:23]([NH2:27])=[CH:24][CH:25]=2)[CH:20]=[CH:19]1.C(=O)([O-])[O-].[K+].[K+].CC1(C)C2C=CC=C(P(C3C=CC=CC=3)C3C=CC=CC=3)C=2OC2C1=CC=CC=2P(C1C=CC=CC=1)C1C=CC=CC=1, predict the reaction product. The product is: [CH3:16][C:5]1[C:4]([CH2:2][OH:3])=[CH:8][N:7]([C:9]2[CH:14]=[CH:13][N:12]=[C:11]([NH:27][C:23]3[CH:22]=[C:21]4[C:26](=[CH:25][CH:24]=3)[N:18]([CH3:17])[CH:19]=[CH:20]4)[N:10]=2)[N:6]=1. (4) Given the reactants [NH2:1][C:2]1[C:12]([Cl:13])=[C:11]([CH2:14][N:15]2[CH2:20][CH2:19][CH2:18][C@H:17]([NH:21][C:22]([O:24][C:25]([CH3:28])([CH3:27])[CH3:26])=[O:23])[CH2:16]2)[C:10]([O:29][C:30]([F:33])([F:32])[F:31])=[CH:9][C:3]=1[C:4]([O:6]CC)=[O:5].NC1C(Br)=CC(C(F)(F)F)=CC=1C(O)=O, predict the reaction product. The product is: [NH2:1][C:2]1[C:12]([Cl:13])=[C:11]([CH2:14][N:15]2[CH2:20][CH2:19][CH2:18][C@H:17]([NH:21][C:22]([O:24][C:25]([CH3:27])([CH3:28])[CH3:26])=[O:23])[CH2:16]2)[C:10]([O:29][C:30]([F:32])([F:33])[F:31])=[CH:9][C:3]=1[C:4]([OH:6])=[O:5]. (5) Given the reactants [NH2:1][C:2]1[N:7]([C:8]2[C:13]([F:14])=[CH:12][C:11]([OH:15])=[CH:10][C:9]=2[F:16])[C:6](=[O:17])[CH:5]=[CH:4][C:3]=1[C:18](=[O:26])[C:19]1[CH:24]=[CH:23][C:22]([F:25])=[CH:21][CH:20]=1.Cl.Cl[CH2:29][CH2:30][N:31]1[CH2:36][CH2:35][O:34][CH2:33][CH2:32]1.C(=O)([O-])[O-].[K+].[K+].C(OCC)(=O)C, predict the reaction product. The product is: [NH2:1][C:2]1[N:7]([C:8]2[C:13]([F:14])=[CH:12][C:11]([O:15][CH2:29][CH2:30][N:31]3[CH2:36][CH2:35][O:34][CH2:33][CH2:32]3)=[CH:10][C:9]=2[F:16])[C:6](=[O:17])[CH:5]=[CH:4][C:3]=1[C:18](=[O:26])[C:19]1[CH:20]=[CH:21][C:22]([F:25])=[CH:23][CH:24]=1.